From a dataset of Reaction yield outcomes from USPTO patents with 853,638 reactions. Predict the reaction yield, written as a fraction of the theoretical maximum amount of product (1.0 means a 100% yield; for example, 0.34 means a 34% yield). (1) The reactants are C(OO)(C)(C)C.[CH3:7][S:8]([O:11][C:12]1[CH:17]=[CH:16][CH:15]=[C:14]([C:18]2([C:26]3[CH:31]=[CH:30][CH:29]=[C:28]([Br:32])[CH:27]=3)[C:22](=[O:23])[N:21]([CH3:24])[C:20](=S)[NH:19]2)[CH:13]=1)(=[O:10])=[O:9].[NH3:33]. The catalyst is CO. The product is [CH3:7][S:8]([O:11][C:12]1[CH:17]=[CH:16][CH:15]=[C:14]([C:18]2([C:26]3[CH:31]=[CH:30][CH:29]=[C:28]([Br:32])[CH:27]=3)[C:22](=[O:23])[N:21]([CH3:24])[C:20]([NH2:33])=[N:19]2)[CH:13]=1)(=[O:10])=[O:9]. The yield is 0.990. (2) The reactants are [N:1]1[CH:6]=[CH:5][C:4]([NH2:7])=[N:3][CH:2]=1.C[Si](CCOCCl)(C)C.[CH:17]1([C:20]2[CH:25]=[C:24]([C:26]([F:29])([F:28])[F:27])[CH:23]=[CH:22][C:21]=2[C:30]2[C:39]3[C:34](=[CH:35][C:36]([S:40](Cl)(=[O:42])=[O:41])=[CH:37][CH:38]=3)[N:33]=[CH:32][N:31]=2)[CH2:19][CH2:18]1.CN1C=CN=C1. The catalyst is CC#N. The product is [CH:17]1([C:20]2[CH:25]=[C:24]([C:26]([F:27])([F:28])[F:29])[CH:23]=[CH:22][C:21]=2[C:30]2[C:39]3[C:34](=[CH:35][C:36]([S:40]([NH:7][C:4]4[CH:5]=[CH:6][N:1]=[CH:2][N:3]=4)(=[O:41])=[O:42])=[CH:37][CH:38]=3)[N:33]=[CH:32][N:31]=2)[CH2:18][CH2:19]1. The yield is 0.341. (3) The reactants are [Cl:1][C:2]1[C:7]([N+:8]([O-:10])=[O:9])=[C:6](Cl)[N:5]=[C:4]([S:12][CH3:13])[N:3]=1.[CH3:14][O-:15].[Na+]. The catalyst is CO. The product is [Cl:1][C:2]1[C:7]([N+:8]([O-:10])=[O:9])=[C:6]([O:15][CH3:14])[N:5]=[C:4]([S:12][CH3:13])[N:3]=1. The yield is 0.850. (4) The reactants are [CH2:1]([C:3]1[CH:4]=[C:5]2[C:9](=[CH:10][CH:11]=1)[NH:8][CH2:7][CH2:6]2)[CH3:2].[N+:12]([O-])([O-:14])=[O:13].[K+].[OH-].[Na+]. The catalyst is OS(O)(=O)=O. The product is [CH2:1]([C:3]1[CH:4]=[C:5]2[C:9](=[CH:10][C:11]=1[N+:12]([O-:14])=[O:13])[NH:8][CH2:7][CH2:6]2)[CH3:2]. The yield is 0.580. (5) The reactants are [NH2:1][C:2]1[C:11]2[C:6](=[CH:7][CH:8]=[C:9]([C:12]([NH:14][C:15]3[CH:22]=[CH:21][C:18]([CH2:19][NH2:20])=[CH:17][CH:16]=3)=[O:13])[CH:10]=2)[N:5]=[C:4]([CH3:23])[CH:3]=1.[NH2:24][C:25]1[N:30]=[C:29](Cl)[CH:28]=[C:27]([CH3:32])[N:26]=1.C(N(C(C)C)CC)(C)C. The catalyst is CN(C=O)C. The product is [NH2:24][C:25]1[N:30]=[C:29]([NH:20][CH2:19][C:18]2[CH:21]=[CH:22][C:15]([NH:14][C:12]([C:9]3[CH:10]=[C:11]4[C:6](=[CH:7][CH:8]=3)[N:5]=[C:4]([CH3:23])[CH:3]=[C:2]4[NH2:1])=[O:13])=[CH:16][CH:17]=2)[CH:28]=[C:27]([CH3:32])[N:26]=1. The yield is 0.510. (6) The reactants are [F:1][C:2]1[CH:3]=[C:4]([CH:7]=[CH:8][C:9]=1[F:10])[CH:5]=O.[C:11]([O:17][CH3:18])(=[O:16])[CH2:12][C:13]([CH3:15])=[O:14].N1CCCCC1.C(O)(=O)C. The catalyst is C1C=CC=CC=1. The product is [F:1][C:2]1[CH:3]=[C:4]([CH:5]=[C:12]([C:13](=[O:14])[CH3:15])[C:11]([O:17][CH3:18])=[O:16])[CH:7]=[CH:8][C:9]=1[F:10]. The yield is 0.410. (7) The reactants are Br[C:2]1([O:8][CH:9]2[CH2:11][CH2:10]2)[CH:7]=[CH:6][CH:5]=[CH:4][CH2:3]1.[Li]CCCC.[B:17](OCC)([O:21]CC)[O:18]CC.Cl. The catalyst is C1COCC1. The product is [CH:9]1([O:8][C:2]2[CH:7]=[CH:6][C:5]([B:17]([OH:21])[OH:18])=[CH:4][CH:3]=2)[CH2:11][CH2:10]1. The yield is 0.340. (8) The reactants are [CH3:1][O:2][C:3](=[O:36])[C@@H:4]([NH:23][C:24]([C:26]1([CH2:31][CH2:32][N:33]=[N+]=[N-])[CH2:30][CH2:29][CH2:28][CH2:27]1)=[O:25])[CH2:5][C:6]1[CH:11]=[CH:10][C:9]([NH:12][C:13](=[O:22])[C:14]2[C:19]([Cl:20])=[CH:18][CH:17]=[CH:16][C:15]=2[Cl:21])=[CH:8][CH:7]=1.CP(C)C.O. The catalyst is C1COCC1. The product is [CH3:1][O:2][C:3](=[O:36])[C@@H:4]([NH:23][C:24]([C:26]1([CH2:31][CH2:32][NH2:33])[CH2:27][CH2:28][CH2:29][CH2:30]1)=[O:25])[CH2:5][C:6]1[CH:7]=[CH:8][C:9]([NH:12][C:13](=[O:22])[C:14]2[C:15]([Cl:21])=[CH:16][CH:17]=[CH:18][C:19]=2[Cl:20])=[CH:10][CH:11]=1. The yield is 0.990.